From a dataset of Reaction yield outcomes from USPTO patents with 853,638 reactions. Predict the reaction yield, written as a fraction of the theoretical maximum amount of product (1.0 means a 100% yield; for example, 0.34 means a 34% yield). The reactants are [NH2:1][C:2]1[S:3][CH:4]=[N:5][N:6]=1.[C:7]([NH:10][C:11]1[CH:16]=[CH:15][C:14]([S:17](Cl)(=[O:19])=[O:18])=[CH:13][CH:12]=1)(=[O:9])[CH3:8]. The catalyst is N1C=CC=CC=1.Cl. The product is [S:3]1[CH:4]=[N:5][N:6]=[C:2]1[NH:1][S:17]([C:14]1[CH:13]=[CH:12][C:11]([NH:10][C:7](=[O:9])[CH3:8])=[CH:16][CH:15]=1)(=[O:19])=[O:18]. The yield is 0.950.